This data is from Forward reaction prediction with 1.9M reactions from USPTO patents (1976-2016). The task is: Predict the product of the given reaction. (1) Given the reactants Br[C:2]1[CH:3]=[N:4][C:5]([S:8][CH3:9])=[N:6][CH:7]=1.[CH3:10][C:11]1([CH3:27])[C:15]([CH3:17])([CH3:16])[O:14][B:13]([B:13]2[O:14][C:15]([CH3:17])([CH3:16])[C:11]([CH3:27])([CH3:10])[O:12]2)[O:12]1.C([O-])(=O)C.[K+], predict the reaction product. The product is: [CH3:9][S:8][C:5]1[N:4]=[CH:3][C:2]([B:13]2[O:14][C:15]([CH3:17])([CH3:16])[C:11]([CH3:27])([CH3:10])[O:12]2)=[CH:7][N:6]=1. (2) Given the reactants [NH2:1][C:2]1[CH:7]=[N:6][C:5](Br)=[CH:4][N:3]=1.[C:9]([Si:13]([CH3:19])([CH3:18])[O:14][CH2:15][C:16]#[CH:17])([CH3:12])([CH3:11])[CH3:10], predict the reaction product. The product is: [NH2:1][C:2]1[CH:7]=[N:6][C:5]([C:17]#[C:16][CH2:15][O:14][Si:13]([C:9]([CH3:12])([CH3:11])[CH3:10])([CH3:18])[CH3:19])=[CH:4][N:3]=1. (3) Given the reactants CCN(C(C)C)C(C)C.[F:10][C:11]1[CH:16]=[CH:15][CH:14]=[CH:13][C:12]=1[C:17]1[NH:21][N:20]=[C:19]([C:22]([OH:24])=O)[CH:18]=1.C1C=CC2N(O)N=NC=2C=1.CCN=C=NCCCN(C)C.[NH2:46][CH2:47][C:48]([N:50]1[CH2:55][CH2:54][N:53]([C:56](=[O:67])[C:57]2[CH:62]=[CH:61][CH:60]=[CH:59][C:58]=2[C:63]([F:66])([F:65])[F:64])[CH2:52][CH2:51]1)=[O:49], predict the reaction product. The product is: [O:49]=[C:48]([N:50]1[CH2:51][CH2:52][N:53]([C:56](=[O:67])[C:57]2[CH:62]=[CH:61][CH:60]=[CH:59][C:58]=2[C:63]([F:66])([F:65])[F:64])[CH2:54][CH2:55]1)[CH2:47][NH:46][C:22]([C:19]1[CH:18]=[C:17]([C:12]2[CH:13]=[CH:14][CH:15]=[CH:16][C:11]=2[F:10])[NH:21][N:20]=1)=[O:24]. (4) Given the reactants [CH2:1]1[CH:4]([C:5]([OH:7])=[O:6])[NH:3][CH2:2]1.[CH2:8]([O:15][C:16](Cl)=[O:17])[C:9]1[CH:14]=[CH:13][CH:12]=[CH:11][CH:10]=1, predict the reaction product. The product is: [CH2:8]([O:15][C:16]([N:3]1[CH2:2][CH2:1][CH:4]1[C:5]([OH:7])=[O:6])=[O:17])[C:9]1[CH:14]=[CH:13][CH:12]=[CH:11][CH:10]=1. (5) Given the reactants [SH:1][C:2]1[N:7]=[C:6]([N:8]2[CH2:13][CH2:12][N:11]([CH3:14])[CH2:10][CH2:9]2)[C:5]2[CH2:15][O:16][C:17]([CH3:20])([CH3:19])[CH2:18][C:4]=2[C:3]=1[C:21]#[N:22].C(=O)([O-])[O-].[K+].[K+].Cl[CH2:30][C:31]([NH2:33])=[O:32], predict the reaction product. The product is: [NH2:22][C:21]1[C:3]2[C:2](=[N:7][C:6]([N:8]3[CH2:9][CH2:10][N:11]([CH3:14])[CH2:12][CH2:13]3)=[C:5]3[CH2:15][O:16][C:17]([CH3:20])([CH3:19])[CH2:18][C:4]3=2)[S:1][C:30]=1[C:31]([NH2:33])=[O:32].